This data is from Reaction yield outcomes from USPTO patents with 853,638 reactions. The task is: Predict the reaction yield, written as a fraction of the theoretical maximum amount of product (1.0 means a 100% yield; for example, 0.34 means a 34% yield). (1) The reactants are C(=O)(O)[O-].[Na+].[NH2:6][C@@H:7]([CH2:15][C:16]1[CH:21]=[CH:20][C:19]([OH:22])=[CH:18][CH:17]=1)[C:8]([O:10][C:11]([CH3:14])([CH3:13])[CH3:12])=[O:9].[C:23](O[C:23]([O:25][C:26]([CH3:29])([CH3:28])[CH3:27])=[O:24])([O:25][C:26]([CH3:29])([CH3:28])[CH3:27])=[O:24].CC(O)=O. The catalyst is O.CC(C)=O. The product is [C:26]([O:25][C:23]([NH:6][C@H:7]([C:8]([O:10][C:11]([CH3:12])([CH3:14])[CH3:13])=[O:9])[CH2:15][C:16]1[CH:21]=[CH:20][C:19]([OH:22])=[CH:18][CH:17]=1)=[O:24])([CH3:29])([CH3:28])[CH3:27]. The yield is 0.940. (2) The yield is 0.300. The reactants are [OH:1][C@:2]1([CH3:23])[CH2:7][CH2:6][C@@H:5]([NH:8][C:9]2[C:14]([C:15]#[N:16])=[CH:13][N:12]=[C:11](S(C)(=O)=O)[N:10]=2)[CH2:4][C:3]1([CH3:22])[CH3:21].[F:24][C:25]([F:37])([CH3:36])[CH2:26][O:27][C:28]1[C:33]([CH2:34][NH2:35])=[CH:32][N:31]=[CH:30][N:29]=1.CCN(C(C)C)C(C)C. The catalyst is C1COCC1. The product is [F:37][C:25]([F:24])([CH3:36])[CH2:26][O:27][C:28]1[C:33]([CH2:34][NH:35][C:11]2[N:10]=[C:9]([NH:8][C@@H:5]3[CH2:6][CH2:7][C@:2]([OH:1])([CH3:23])[C:3]([CH3:22])([CH3:21])[CH2:4]3)[C:14]([C:15]#[N:16])=[CH:13][N:12]=2)=[CH:32][N:31]=[CH:30][N:29]=1. (3) The reactants are FC(F)(F)C(O)=O.[CH3:8][O:9][C:10]1[CH:11]=[C:12]2[C:17](=[CH:18][C:19]=1[O:20][CH2:21][CH2:22][NH:23][C:24]([NH:33]C(OC(C)(C)C)=O)=[N:25]C(OC(C)(C)C)=O)[N:16]=[CH:15][CH:14]=[C:13]2[O:41][C:42]1[C:43]([CH3:52])=[N:44][C:45]2[C:50]([CH:51]=1)=[CH:49][CH:48]=[CH:47][CH:46]=2.[OH-].[Na+]. No catalyst specified. The product is [CH3:8][O:9][C:10]1[CH:11]=[C:12]2[C:17](=[CH:18][C:19]=1[O:20][CH2:21][CH2:22][NH:23][C:24]([NH2:33])=[NH:25])[N:16]=[CH:15][CH:14]=[C:13]2[O:41][C:42]1[C:43]([CH3:52])=[N:44][C:45]2[C:50]([CH:51]=1)=[CH:49][CH:48]=[CH:47][CH:46]=2. The yield is 1.00. (4) The reactants are Cl[C:2]1[C:3](=[O:15])[N:4](C2CCCCO2)[N:5]=[CH:6][C:7]=1Cl.[N:16]1([C:21]2[CH:26]=[CH:25][CH:24]=[CH:23][C:22]=2[OH:27])[CH2:20][CH2:19][CH2:18][CH2:17]1.C[O:29][C:30](=[O:39])[CH:31](Br)[CH2:32][CH:33]1[CH2:37][CH2:36][CH2:35][CH2:34]1. No catalyst specified. The product is [CH:33]1([CH2:32][CH:31]([N:4]2[C:3](=[O:15])[CH:2]=[C:7]([O:27][C:22]3[CH:23]=[CH:24][CH:25]=[CH:26][C:21]=3[N:16]3[CH2:17][CH2:18][CH2:19][CH2:20]3)[CH:6]=[N:5]2)[C:30]([OH:29])=[O:39])[CH2:37][CH2:36][CH2:35][CH2:34]1. The yield is 0.570. (5) The reactants are [CH:1]1([NH:6][C:7](=[O:23])[NH:8][C@H:9]([C:17]2[CH:22]=[CH:21][CH:20]=[CH:19][CH:18]=2)[C:10]([O:12]C(C)(C)C)=[O:11])[CH2:5][CH2:4][CH2:3][CH2:2]1.C(O)(C(F)(F)F)=O. The catalyst is C(Cl)Cl. The product is [CH:1]1([NH:6][C:7](=[O:23])[NH:8][C@H:9]([C:17]2[CH:18]=[CH:19][CH:20]=[CH:21][CH:22]=2)[C:10]([OH:12])=[O:11])[CH2:5][CH2:4][CH2:3][CH2:2]1. The yield is 0.640. (6) The reactants are [OH:1][CH:2]([C:13]1[CH:18]=[CH:17][N:16]=[CH:15][CH:14]=1)[C:3]1[CH:8]=[CH:7][CH:6]=[C:5]([O:9][CH3:10])[C:4]=1[O:11][CH3:12].C1(C)C=CC=CC=1.CO.[H][H]. The catalyst is [Rh].C(O)(=O)C. The product is [OH:1][CH:2]([CH:13]1[CH2:14][CH2:15][NH:16][CH2:17][CH2:18]1)[C:3]1[CH:8]=[CH:7][CH:6]=[C:5]([O:9][CH3:10])[C:4]=1[O:11][CH3:12]. The yield is 0.960. (7) The reactants are [H-].[Na+].[Si:3]([O:10][C@H:11]1[CH2:15][CH2:14][NH:13][C:12]1=[O:16])([C:6]([CH3:9])([CH3:8])[CH3:7])([CH3:5])[CH3:4].Br[CH2:18][C:19]1[CH:24]=[CH:23][C:22]([Cl:25])=[CH:21][CH:20]=1. The catalyst is C1COCC1. The product is [Si:3]([O:10][C@H:11]1[CH2:15][CH2:14][N:13]([CH2:18][C:19]2[CH:24]=[CH:23][C:22]([Cl:25])=[CH:21][CH:20]=2)[C:12]1=[O:16])([C:6]([CH3:9])([CH3:8])[CH3:7])([CH3:5])[CH3:4]. The yield is 0.420.